This data is from Catalyst prediction with 721,799 reactions and 888 catalyst types from USPTO. The task is: Predict which catalyst facilitates the given reaction. (1) Reactant: C([O:3][C:4](=[O:17])[CH2:5][CH2:6][NH:7][C:8]([C:10]1[NH:11][C:12]([Br:16])=[C:13]([Br:15])[CH:14]=1)=[O:9])C.[OH-].[K+]. Product: [Br:15][C:13]1[CH:14]=[C:10]([C:8]([NH:7][CH2:6][CH2:5][C:4]([OH:17])=[O:3])=[O:9])[NH:11][C:12]=1[Br:16]. The catalyst class is: 38. (2) Reactant: [F:1][C:2]1[CH:7]=[CH:6][C:5]([C:8]([F:11])([F:10])[F:9])=[CH:4][C:3]=1[NH:12][C:13]1[C:22]2[C:17](=[C:18]([NH2:23])[CH:19]=[CH:20][CH:21]=2)[N:16]=[CH:15][N:14]=1.[Cl:24][C:25]1[C:30]([C:31](O)=[O:32])=[C:29]([F:34])[C:28]([CH2:35][NH:36][C:37](=[O:42])[C:38]([CH3:41])([CH3:40])[CH3:39])=[CH:27][CH:26]=1.C(Cl)(=O)C(Cl)=O.CCN(C(C)C)C(C)C. Product: [Cl:24][C:25]1[C:30]([C:31]([NH:23][C:18]2[CH:19]=[CH:20][CH:21]=[C:22]3[C:17]=2[N:16]=[CH:15][N:14]=[C:13]3[NH:12][C:3]2[CH:4]=[C:5]([C:8]([F:9])([F:10])[F:11])[CH:6]=[CH:7][C:2]=2[F:1])=[O:32])=[C:29]([F:34])[C:28]([CH2:35][NH:36][C:37](=[O:42])[C:38]([CH3:40])([CH3:39])[CH3:41])=[CH:27][CH:26]=1. The catalyst class is: 85. (3) Reactant: [C:1]([N:4]1[C:13]2[C:8](=[CH:9][C:10]([C:14]3[CH:22]=[CH:21][C:17]([C:18]([OH:20])=[O:19])=[CH:16][N:15]=3)=[CH:11][CH:12]=2)[C@H:7]([NH:23][C:24]2[CH:29]=[CH:28][C:27]([C:30]#[N:31])=[CH:26][N:25]=2)[CH2:6][C@@H:5]1[CH3:32])(=[O:3])[CH3:2].C([O-])([O-])=O.[K+].[K+].Br[CH2:40][CH2:41][N:42]([CH3:44])[CH3:43]. Product: [C:1]([N:4]1[C:13]2[C:8](=[CH:9][C:10]([C:14]3[CH:22]=[CH:21][C:17]([C:18]([O:20][CH2:40][CH2:41][N:42]([CH3:44])[CH3:43])=[O:19])=[CH:16][N:15]=3)=[CH:11][CH:12]=2)[C@H:7]([NH:23][C:24]2[CH:29]=[CH:28][C:27]([C:30]#[N:31])=[CH:26][N:25]=2)[CH2:6][C@H:5]1[CH3:32])(=[O:3])[CH3:2]. The catalyst class is: 3. (4) Reactant: [C:1]([O:5][C:6]([N:8]1[C:13]2[CH:14]=[C:15]([Cl:21])[C:16]([N:18]([CH3:20])[CH3:19])=[CH:17][C:12]=2[O:11][CH:10]([C:22](O)=[O:23])[CH2:9]1)=[O:7])([CH3:4])([CH3:3])[CH3:2].[CH2:25]([O:27][C:28]([C:30]1([CH2:36][C:37]2[CH:42]=[CH:41][C:40]([F:43])=[CH:39][CH:38]=2)[CH2:35][CH2:34][NH:33][CH2:32][CH2:31]1)=[O:29])[CH3:26].CCN=C=NCCCN(C)C.C1C=CC2N(O)N=NC=2C=1.CCN(C(C)C)C(C)C. Product: [C:1]([O:5][C:6]([N:8]1[C:13]2[CH:14]=[C:15]([Cl:21])[C:16]([N:18]([CH3:20])[CH3:19])=[CH:17][C:12]=2[O:11][CH:10]([C:22]([N:33]2[CH2:32][CH2:31][C:30]([C:28]([O:27][CH2:25][CH3:26])=[O:29])([CH2:36][C:37]3[CH:42]=[CH:41][C:40]([F:43])=[CH:39][CH:38]=3)[CH2:35][CH2:34]2)=[O:23])[CH2:9]1)=[O:7])([CH3:2])([CH3:3])[CH3:4]. The catalyst class is: 18.